This data is from Catalyst prediction with 721,799 reactions and 888 catalyst types from USPTO. The task is: Predict which catalyst facilitates the given reaction. (1) Product: [NH2:8][C:9]1[CH:10]=[CH:11][C:2]([Br:1])=[CH:3][C:4]=1[C:5](=[O:33])[CH2:14][C:15]1[CH:20]=[CH:19][C:18]([C:21]([CH3:25])([CH3:24])[C:22]#[N:23])=[CH:17][CH:16]=1. The catalyst class is: 339. Reactant: [Br:1][C:2]1[CH:11]=[CH:10][C:9]2[N:8]=CC3=NS[C:14]([C:15]4[CH:20]=[CH:19][C:18]([C:21]([CH3:25])([CH3:24])[C:22]#[N:23])=[CH:17][CH:16]=4)=[C:5]3[C:4]=2[CH:3]=1.N1C=CC=C(B(O)[OH:33])C=1.C([O-])([O-])=O.[Na+].[Na+]. (2) Reactant: [NH:1]([C:10]([O:12][C:13]([CH3:16])([CH3:15])[CH3:14])=[O:11])[NH:2][C:3]([O:5][C:6]([CH3:9])([CH3:8])[CH3:7])=[O:4].[H-].[Na+].Br[CH2:20][CH2:21][CH2:22][NH:23][C:24](=[O:27])[O:25][CH3:26].O. Product: [CH3:26][O:25][C:24]([NH:23][CH2:22][CH2:21][CH2:20][N:1]([C:10]([O:12][C:13]([CH3:16])([CH3:15])[CH3:14])=[O:11])[NH:2][C:3]([O:5][C:6]([CH3:7])([CH3:8])[CH3:9])=[O:4])=[O:27]. The catalyst class is: 9.